This data is from Catalyst prediction with 721,799 reactions and 888 catalyst types from USPTO. The task is: Predict which catalyst facilitates the given reaction. Reactant: [F:1][C:2]1[CH:7]=[CH:6][C:5]([C:8]2[N:13]=[C:12]([N:14]3[CH2:18][CH2:17][CH2:16][CH:15]3[CH3:19])[N:11]=[C:10]([N:20]3[CH2:25][CH2:24][N:23]([C:26]4[C:34]([CH3:35])=[CH:33][C:29]([C:30]([OH:32])=[O:31])=[CH:28][N:27]=4)[CH2:22][C@H:21]3[CH3:36])[CH:9]=2)=[CH:4][CH:3]=1.[CH3:37]O. Product: [CH3:37][O:31][C:30](=[O:32])[C:29]1[CH:33]=[C:34]([CH3:35])[C:26]([N:23]2[CH2:24][CH2:25][N:20]([C:10]3[CH:9]=[C:8]([C:5]4[CH:4]=[CH:3][C:2]([F:1])=[CH:7][CH:6]=4)[N:13]=[C:12]([N:14]4[CH2:18][CH2:17][CH2:16][CH:15]4[CH3:19])[N:11]=3)[C@H:21]([CH3:36])[CH2:22]2)=[N:27][CH:28]=1. The catalyst class is: 82.